From a dataset of NCI-60 drug combinations with 297,098 pairs across 59 cell lines. Regression. Given two drug SMILES strings and cell line genomic features, predict the synergy score measuring deviation from expected non-interaction effect. (1) Drug 1: C1CC(=O)NC(=O)C1N2CC3=C(C2=O)C=CC=C3N. Drug 2: CCCCC(=O)OCC(=O)C1(CC(C2=C(C1)C(=C3C(=C2O)C(=O)C4=C(C3=O)C=CC=C4OC)O)OC5CC(C(C(O5)C)O)NC(=O)C(F)(F)F)O. Cell line: SF-539. Synergy scores: CSS=4.13, Synergy_ZIP=-2.87, Synergy_Bliss=-2.53, Synergy_Loewe=0.0973, Synergy_HSA=0.00553. (2) Drug 1: CCN(CC)CCNC(=O)C1=C(NC(=C1C)C=C2C3=C(C=CC(=C3)F)NC2=O)C. Drug 2: B(C(CC(C)C)NC(=O)C(CC1=CC=CC=C1)NC(=O)C2=NC=CN=C2)(O)O. Cell line: KM12. Synergy scores: CSS=86.0, Synergy_ZIP=-0.715, Synergy_Bliss=-1.17, Synergy_Loewe=-0.706, Synergy_HSA=0.973.